From a dataset of Full USPTO retrosynthesis dataset with 1.9M reactions from patents (1976-2016). Predict the reactants needed to synthesize the given product. (1) Given the product [CH2:26]([O:25][C:23](=[O:24])[CH2:22][CH:21]([NH:20][C:18]([O:17][CH2:14][CH:15]=[CH2:16])=[O:19])[C:28]1[CH:33]=[CH:32][CH:31]=[C:30]([NH:34][S:10]([C:6]2[CH:7]=[CH:8][CH:9]=[C:4]([N+:1]([O-:3])=[O:2])[CH:5]=2)(=[O:12])=[O:11])[CH:29]=1)[CH3:27], predict the reactants needed to synthesize it. The reactants are: [N+:1]([C:4]1[CH:5]=[C:6]([S:10](Cl)(=[O:12])=[O:11])[CH:7]=[CH:8][CH:9]=1)([O-:3])=[O:2].[CH2:14]([O:17][C:18]([NH:20][CH:21]([C:28]1[CH:33]=[CH:32][CH:31]=[C:30]([NH2:34])[CH:29]=1)[CH2:22][C:23]([O:25][CH2:26][CH3:27])=[O:24])=[O:19])[CH:15]=[CH2:16]. (2) Given the product [C:1]([C:9]1[CH:14]=[C:13]([Cl:15])[CH:12]=[CH:11][C:10]=1[NH:16][S:17]([C:20]1[CH:25]=[CH:24][C:23]([C:41]2[CH:42]=[CH:43][C:38]([O:37][CH3:36])=[CH:39][CH:40]=2)=[CH:22][CH:21]=1)(=[O:19])=[O:18])(=[O:8])[C:2]1[CH:7]=[CH:6][CH:5]=[CH:4][CH:3]=1, predict the reactants needed to synthesize it. The reactants are: [C:1]([C:9]1[CH:14]=[C:13]([Cl:15])[CH:12]=[CH:11][C:10]=1[NH:16][S:17]([C:20]1[CH:25]=[CH:24][C:23](I)=[CH:22][CH:21]=1)(=[O:19])=[O:18])(=[O:8])[C:2]1[CH:7]=[CH:6][CH:5]=[CH:4][CH:3]=1.ClCCl.C(=O)([O-])[O-].[Cs+].[Cs+].[CH3:36][O:37][C:38]1[CH:43]=[CH:42][C:41](B(O)O)=[CH:40][CH:39]=1. (3) Given the product [F:28][C:29]1[C:34]([C:2]2[CH:3]=[C:4]3[C@:15]4([N:20]=[C:19]([NH2:21])[CH2:18][O:17][CH2:16]4)[C:14]4[CH:13]=[C:12]([O:22][CH2:23][C:24]([CH3:27])([CH3:26])[CH3:25])[N:11]=[CH:10][C:9]=4[O:8][C:5]3=[CH:6][CH:7]=2)=[CH:33][CH:32]=[CH:31][N:30]=1, predict the reactants needed to synthesize it. The reactants are: Br[C:2]1[CH:3]=[C:4]2[C@:15]3([N:20]=[C:19]([NH2:21])[CH2:18][O:17][CH2:16]3)[C:14]3[CH:13]=[C:12]([O:22][CH2:23][C:24]([CH3:27])([CH3:26])[CH3:25])[N:11]=[CH:10][C:9]=3[O:8][C:5]2=[CH:6][CH:7]=1.[F:28][C:29]1[C:34](B(O)O)=[CH:33][CH:32]=[CH:31][N:30]=1.P([O-])([O-])([O-])=O.[K+].[K+].[K+]. (4) Given the product [C:12]([C:14]1[C:15]([C:30]2[CH:35]=[CH:34][C:33]([C:36]([F:38])([F:39])[F:37])=[CH:32][CH:31]=2)=[CH:16][C:17]([CH2:20][NH:21][C:22]([C@@H:24]2[CH2:28][C@@H:27]([F:29])[CH2:26][N:25]2[S:8]([C:5]2[CH:6]=[CH:7][C:2]([F:1])=[CH:3][CH:4]=2)(=[O:10])=[O:9])=[O:23])=[N:18][CH:19]=1)#[N:13], predict the reactants needed to synthesize it. The reactants are: [F:1][C:2]1[CH:7]=[CH:6][C:5]([S:8](Cl)(=[O:10])=[O:9])=[CH:4][CH:3]=1.[C:12]([C:14]1[C:15]([C:30]2[CH:35]=[CH:34][C:33]([C:36]([F:39])([F:38])[F:37])=[CH:32][CH:31]=2)=[CH:16][C:17]([CH2:20][NH:21][C:22]([C@@H:24]2[CH2:28][C@@H:27]([F:29])[CH2:26][NH:25]2)=[O:23])=[N:18][CH:19]=1)#[N:13]. (5) The reactants are: [C:1]([O:5][C:6](=[O:27])[NH:7][CH2:8][C:9]1[CH:14]=[C:13]([O:15][C:16]2[CH:21]=[CH:20][C:19]([F:22])=[C:18]([CH3:23])[CH:17]=2)[CH:12]=[CH:11][C:10]=1[N+:24]([O-])=O)([CH3:4])([CH3:3])[CH3:2].[Cl-].[NH4+].C(O)C. Given the product [C:1]([O:5][C:6](=[O:27])[NH:7][CH2:8][C:9]1[CH:14]=[C:13]([O:15][C:16]2[CH:21]=[CH:20][C:19]([F:22])=[C:18]([CH3:23])[CH:17]=2)[CH:12]=[CH:11][C:10]=1[NH2:24])([CH3:4])([CH3:2])[CH3:3], predict the reactants needed to synthesize it. (6) The reactants are: [Cl:1][C:2]1[CH:9]=[CH:8][C:5]([C:6]#[N:7])=[CH:4][C:3]=1[O:10][CH3:11]. Given the product [Cl:1][C:2]1[CH:9]=[CH:8][C:5]([CH2:6][NH2:7])=[CH:4][C:3]=1[O:10][CH3:11], predict the reactants needed to synthesize it. (7) Given the product [O:1]1[C:5]2[CH:6]=[CH:7][C:8]([O:10][CH2:11][CH2:12][CH2:13][C:14]([N:53]([CH:47]3[CH2:52][CH2:51][CH2:50][CH2:49][CH2:48]3)[CH3:54])=[O:16])=[CH:9][C:4]=2[O:3][CH2:2]1, predict the reactants needed to synthesize it. The reactants are: [O:1]1[C:5]2[CH:6]=[CH:7][C:8]([O:10][CH2:11][CH2:12][CH2:13][C:14]([OH:16])=O)=[CH:9][C:4]=2[O:3][CH2:2]1.C1C=CC2N(O)N=NC=2C=1.CCN=C=NCCCN(C)C.C(N(C(C)C)CC)(C)C.[CH:47]1([NH:53][CH3:54])[CH2:52][CH2:51][CH2:50][CH2:49][CH2:48]1. (8) Given the product [ClH:35].[NH2:7][CH:8]([CH2:9][C:10]1[CH:15]=[CH:14][C:13]([O:16][C:17]2[CH:18]=[CH:19][C:20]([CH2:23][CH2:24][C:25](=[O:27])[NH2:26])=[CH:21][CH:22]=2)=[CH:12][CH:11]=1)[C:28]([N:29]([CH3:31])[CH3:30])=[O:32], predict the reactants needed to synthesize it. The reactants are: C(OC(=O)[NH:7][CH:8]([C:28](=[O:32])[N:29]([CH3:31])[CH3:30])[CH2:9][C:10]1[CH:15]=[CH:14][C:13]([O:16][C:17]2[CH:22]=[CH:21][C:20]([CH2:23][CH2:24][C:25](=[O:27])[NH2:26])=[CH:19][CH:18]=2)=[CH:12][CH:11]=1)(C)(C)C.C(Cl)[Cl:35]. (9) The reactants are: [CH3:1][C:2]1([CH3:13])[C:11](=[O:12])[CH2:10][CH2:9][C:4]2([O:8][CH2:7][CH2:6][O:5]2)[CH2:3]1.[BH4-].[Na+]. Given the product [CH3:1][C:2]1([CH3:13])[CH:11]([OH:12])[CH2:10][CH2:9][C:4]2([O:5][CH2:6][CH2:7][O:8]2)[CH2:3]1, predict the reactants needed to synthesize it.